This data is from Full USPTO retrosynthesis dataset with 1.9M reactions from patents (1976-2016). The task is: Predict the reactants needed to synthesize the given product. (1) Given the product [Cl:1][C:2]1[CH:7]=[CH:6][C:5]([C:8]([C:10]2[CH:11]=[C:12]3[C:17](=[CH:18][CH:19]=2)[N:16]=[CH:15][CH:14]=[C:13]3[Cl:23])=[O:9])=[CH:4][CH:3]=1, predict the reactants needed to synthesize it. The reactants are: [Cl:1][C:2]1[CH:7]=[CH:6][C:5]([C:8]([C:10]2[CH:11]=[C:12]3[C:17](=[CH:18][CH:19]=2)[N:16]=[CH:15][CH:14]=[C:13]3O)=[O:9])=[CH:4][CH:3]=1.P(Cl)(Cl)([Cl:23])=O. (2) The reactants are: [CH2:1]([C:3]1[CH:4]=[C:5]2[N:22]([C@H:23]([CH3:26])[CH2:24][OH:25])[CH:21]=[C:20]([CH3:27])[C:6]2=[N:7][C:8]=1[C:9]1[C:10]([O:18][CH3:19])=[N:11][C:12]([CH:15]([CH3:17])[CH3:16])=[CH:13][CH:14]=1)[CH3:2].[H-].[Na+].[CH3:30]I. Given the product [CH2:1]([C:3]1[CH:4]=[C:5]2[N:22]([C@H:23]([CH3:26])[CH2:24][O:25][CH3:30])[CH:21]=[C:20]([CH3:27])[C:6]2=[N:7][C:8]=1[C:9]1[C:10]([O:18][CH3:19])=[N:11][C:12]([CH:15]([CH3:16])[CH3:17])=[CH:13][CH:14]=1)[CH3:2], predict the reactants needed to synthesize it. (3) Given the product [CH3:38][S:39]([OH:42])(=[O:41])=[O:40].[Cl:32][C:29]1[S:28][C:27]([C:25]([NH:24][C:19]2[N:20]=[CH:21][CH:22]=[CH:23][C:18]=2[C:17]([NH:16][C:13]2[CH:14]=[CH:15][C:10]([N:9]3[CH2:8][CH2:7][O:6][C:34]3=[NH:35])=[CH:11][CH:12]=2)=[O:33])=[O:26])=[CH:31][CH:30]=1, predict the reactants needed to synthesize it. The reactants are: C([Si](C)(C)[O:6][CH2:7][CH2:8][N:9]([C:34]#[N:35])[C:10]1[CH:15]=[CH:14][C:13]([NH:16][C:17](=[O:33])[C:18]2[CH:23]=[CH:22][CH:21]=[N:20][C:19]=2[NH:24][C:25]([C:27]2[S:28][C:29]([Cl:32])=[CH:30][CH:31]=2)=[O:26])=[CH:12][CH:11]=1)(C)(C)C.[CH3:38][S:39]([OH:42])(=[O:41])=[O:40]. (4) Given the product [Si:36]([O:37][CH2:38][C:39]([C:29]1[S:30][C:26]([C:24]2[CH:23]=[C:22]([F:31])[CH:21]=[C:20]([NH:19][C:14]3[N:13]=[C:12]([CH:9]4[CH2:11][CH2:10]4)[C:17]([F:18])=[CH:16][N:15]=3)[CH:25]=2)=[CH:27][N:28]=1)([OH:40])[CH3:41])([C:32]([CH3:35])([CH3:34])[CH3:33])([CH3:43])[CH3:42], predict the reactants needed to synthesize it. The reactants are: [Li+].CC([N-]C(C)C)C.[CH:9]1([C:12]2[C:17]([F:18])=[CH:16][N:15]=[C:14]([NH:19][C:20]3[CH:25]=[C:24]([C:26]4[S:30][CH:29]=[N:28][CH:27]=4)[CH:23]=[C:22]([F:31])[CH:21]=3)[N:13]=2)[CH2:11][CH2:10]1.[C:32]([Si:36]([CH3:43])([CH3:42])[O:37][CH2:38][C:39]([CH3:41])=[O:40])([CH3:35])([CH3:34])[CH3:33]. (5) Given the product [ClH:1].[Cl:1][C:2]1[C:7]([CH3:8])=[CH:6][C:5]([C@H:9]([NH2:13])[CH:10]([CH3:11])[CH3:12])=[CH:4][C:3]=1[CH3:20], predict the reactants needed to synthesize it. The reactants are: [Cl:1][C:2]1[C:7]([CH3:8])=[CH:6][C:5]([C@H:9]([NH:13][S@@](C(C)(C)C)=O)[CH:10]([CH3:12])[CH3:11])=[CH:4][C:3]=1[CH3:20].Cl. (6) Given the product [F:22][C@@H:11]1[CH2:10][C@H:9]2[C@@:8]3([CH:23]=[CH2:24])[C@H:17]([CH2:16][CH2:15][C@:13]2([CH3:14])[C@@H:12]1[OH:21])[C:18]1[CH:19]=[CH:20][C:3]([OH:2])=[CH:4][C:5]=1[CH2:6][CH2:7]3, predict the reactants needed to synthesize it. The reactants are: C[O:2][C:3]1[CH:20]=[CH:19][C:18]2[C@@H:17]3[C@:8]([CH:23]=[CH2:24])([C@H:9]4[C@@:13]([CH2:15][CH2:16]3)([CH3:14])[C@H:12]([OH:21])[C@H:11]([F:22])[CH2:10]4)[CH2:7][CH2:6][C:5]=2[CH:4]=1. (7) Given the product [NH2:2][CH2:1][C:3]1[CH:4]=[CH:5][C:6]([CH:9]([CH3:31])[C:10]([NH:12][CH2:13][C:14]2[C:15]([C:24]3[CH:25]=[C:26]([CH3:30])[CH:27]=[CH:28][CH:29]=3)=[N:16][C:17]([C:20]([F:23])([F:21])[F:22])=[CH:18][CH:19]=2)=[O:11])=[CH:7][CH:8]=1, predict the reactants needed to synthesize it. The reactants are: [C:1]([C:3]1[CH:8]=[CH:7][C:6]([CH:9]([CH3:31])[C:10]([NH:12][CH2:13][C:14]2[C:15]([C:24]3[CH:25]=[C:26]([CH3:30])[CH:27]=[CH:28][CH:29]=3)=[N:16][C:17]([C:20]([F:23])([F:22])[F:21])=[CH:18][CH:19]=2)=[O:11])=[CH:5][CH:4]=1)#[N:2].[BH4-].[Na+]. (8) Given the product [CH:1]([C:3]1[C:4]([O:21][CH3:22])=[CH:5][C:6]([O:7][CH2:8][CH2:9][CH2:10][CH2:11][C:12]([OH:14])=[O:13])=[CH:17][C:18]=1[O:19][CH3:20])=[O:2], predict the reactants needed to synthesize it. The reactants are: [CH:1]([C:3]1[C:18]([O:19][CH3:20])=[CH:17][C:6]([O:7][CH2:8][CH2:9][CH2:10][CH2:11][C:12]([O:14]CC)=[O:13])=[CH:5][C:4]=1[O:21][CH3:22])=[O:2].[OH-].[Na+]. (9) Given the product [CH2:37]([O:1][C:2]1[CH:28]=[CH:27][C:5]2[C:6]([CH2:9][CH2:10][C:11]3[N:12]=[C:13]([C:19]4[CH:24]=[CH:23][C:22]([Cl:25])=[CH:21][C:20]=4[Cl:26])[O:14][C:15]=3[CH:16]([CH3:18])[CH3:17])=[N:7][O:8][C:4]=2[CH:3]=1)[CH:36]=[CH2:35], predict the reactants needed to synthesize it. The reactants are: [OH:1][C:2]1[CH:28]=[CH:27][C:5]2[C:6]([CH2:9][CH2:10][C:11]3[N:12]=[C:13]([C:19]4[CH:24]=[CH:23][C:22]([Cl:25])=[CH:21][C:20]=4[Cl:26])[O:14][C:15]=3[CH:16]([CH3:18])[CH3:17])=[N:7][O:8][C:4]=2[CH:3]=1.C(=O)([O-])[O-].[K+].[K+].[CH2:35](Br)[CH:36]=[CH2:37]. (10) Given the product [CH2:1]([O:3][C:4]([C:6]1[S:7][C:8]([CH2:11][NH:12][C:13](=[O:15])[CH3:20])=[N:9][N:10]=1)=[O:5])[CH3:2], predict the reactants needed to synthesize it. The reactants are: [CH2:1]([O:3][C:4]([C:6]1[S:7][C:8]([CH2:11][NH:12][C:13]([O:15]C(C)(C)C)=O)=[N:9][N:10]=1)=[O:5])[CH3:2].[CH3:20]C(O)=O.